This data is from Reaction yield outcomes from USPTO patents with 853,638 reactions. The task is: Predict the reaction yield, written as a fraction of the theoretical maximum amount of product (1.0 means a 100% yield; for example, 0.34 means a 34% yield). (1) The reactants are [F:1][C:2]1[CH:7]=[CH:6][C:5]([F:8])=[CH:4][C:3]=1[S:9]([NH:12][C:13]1[C:14]([F:23])=[C:15]([CH:20]=[CH:21][CH:22]=1)[C:16]([O:18]C)=O)(=[O:11])=[O:10].[Li+].C[Si]([N-][Si](C)(C)C)(C)C.[Cl:34][C:35]1[N:40]=[C:39]([CH3:41])[CH:38]=[CH:37][N:36]=1. The catalyst is C1COCC1. The product is [Cl:34][C:35]1[N:40]=[C:39]([CH2:41][C:16]([C:15]2[C:14]([F:23])=[C:13]([NH:12][S:9]([C:3]3[CH:4]=[C:5]([F:8])[CH:6]=[CH:7][C:2]=3[F:1])(=[O:10])=[O:11])[CH:22]=[CH:21][CH:20]=2)=[O:18])[CH:38]=[CH:37][N:36]=1. The yield is 0.332. (2) The reactants are Cl([O-])=O.[Na+].[OH:5][C:6]1[CH:7]=[C:8]([CH:11]=[C:12]([N+:15]([O-:17])=[O:16])[C:13]=1[OH:14])[CH:9]=[O:10].P([O-])(O)(O)=[O:19].[Na+].C([O-])(O)=O.[Na+]. The catalyst is O.CS(C)=O.O. The product is [OH:5][C:6]1[CH:7]=[C:8]([CH:11]=[C:12]([N+:15]([O-:17])=[O:16])[C:13]=1[OH:14])[C:9]([OH:19])=[O:10]. The yield is 0.940. (3) The yield is 0.610. The catalyst is O1CCOCC1.C(OCC)(=O)C.C1C=CC([P]([Pd]([P](C2C=CC=CC=2)(C2C=CC=CC=2)C2C=CC=CC=2)([P](C2C=CC=CC=2)(C2C=CC=CC=2)C2C=CC=CC=2)[P](C2C=CC=CC=2)(C2C=CC=CC=2)C2C=CC=CC=2)(C2C=CC=CC=2)C2C=CC=CC=2)=CC=1. The product is [N:1]([CH:4]([C:6]1[N:7]=[C:8]2[S:16][CH:15]=[C:14]([CH3:17])[N:9]2[C:10](=[O:13])[C:11]=1[C:23]1[CH:22]=[CH:21][CH:20]=[C:19]([F:18])[CH:24]=1)[CH3:5])=[N+:2]=[N-:3]. The reactants are [N:1]([CH:4]([C:6]1[N:7]=[C:8]2[S:16][CH:15]=[C:14]([CH3:17])[N:9]2[C:10](=[O:13])[C:11]=1Br)[CH3:5])=[N+:2]=[N-:3].[F:18][C:19]1[CH:20]=[C:21](B(O)O)[CH:22]=[CH:23][CH:24]=1.C(=O)([O-])[O-].[Na+].[Na+].O. (4) The reactants are [Cl:1][C:2]1[CH:3]=[C:4]([CH2:9][CH:10]([OH:13])[CH2:11][OH:12])[CH:5]=[N:6][C:7]=1Cl.CCO.CC1(C)C(C)(C)OB([C:25]2[CH2:30][CH2:29][N:28]([C:31]([O:33][C:34]([CH3:37])([CH3:36])[CH3:35])=[O:32])[CH2:27][CH:26]=2)O1. The product is [C:34]([O:33][C:31]([N:28]1[CH2:29][CH2:30][C:25]([C:7]2[C:2]([Cl:1])=[CH:3][C:4]([CH2:9][CH:10]([OH:13])[CH2:11][OH:12])=[CH:5][N:6]=2)=[CH:26][CH2:27]1)=[O:32])([CH3:37])([CH3:35])[CH3:36]. The catalyst is C1COCC1.O.Cl[Pd](Cl)([P](C1C=CC=CC=1)(C1C=CC=CC=1)C1C=CC=CC=1)[P](C1C=CC=CC=1)(C1C=CC=CC=1)C1C=CC=CC=1. The yield is 0.950.